Task: Predict the product of the given reaction.. Dataset: Forward reaction prediction with 1.9M reactions from USPTO patents (1976-2016) (1) Given the reactants C([Li])CCC.[C:6]([C:10]1[CH:15]=[C:14](I)[C:13]([O:17][CH3:18])=[CH:12][C:11]=1[F:19])([CH3:9])([CH3:8])[CH3:7].[B:20](OC(C)C)([O:25]C(C)C)[O:21]C(C)C.Cl, predict the reaction product. The product is: [C:6]([C:10]1[C:11]([F:19])=[CH:12][C:13]([O:17][CH3:18])=[C:14]([B:20]([OH:25])[OH:21])[CH:15]=1)([CH3:9])([CH3:8])[CH3:7]. (2) Given the reactants [NH2:1][CH2:2][CH2:3][O:4][C:5]1[CH:6]=[C:7]2[C:12](=[CH:13][CH:14]=1)[N:11]=[CH:10][N:9]([C:15]1[CH:16]=[C:17]([CH:24]=[CH:25][C:26]=1[CH3:27])[C:18]([NH:20][CH:21]1[CH2:23][CH2:22]1)=[O:19])[C:8]2=[O:28].[C:29](Cl)(=[O:31])[CH3:30].C(N(CC)CC)C, predict the reaction product. The product is: [C:29]([NH:1][CH2:2][CH2:3][O:4][C:5]1[CH:6]=[C:7]2[C:12](=[CH:13][CH:14]=1)[N:11]=[CH:10][N:9]([C:15]1[CH:16]=[C:17]([CH:24]=[CH:25][C:26]=1[CH3:27])[C:18]([NH:20][CH:21]1[CH2:22][CH2:23]1)=[O:19])[C:8]2=[O:28])(=[O:31])[CH3:30]. (3) Given the reactants CS(C)=O.C(Cl)(=O)C(Cl)=O.[CH3:11][C@H:12]([CH2:15][CH2:16][C:17]1[C:22]([CH3:24])([CH3:23])[CH2:21][CH2:20][CH2:19][C:18]=1[CH3:25])[CH2:13][OH:14].CCN(CC)CC, predict the reaction product. The product is: [CH3:11][C@H:12]([CH2:15][CH2:16][C:17]1[C:22]([CH3:24])([CH3:23])[CH2:21][CH2:20][CH2:19][C:18]=1[CH3:25])[CH:13]=[O:14]. (4) Given the reactants [Br:1][C:2]1[C:10]([CH3:11])=[CH:9][C:8]([F:12])=[CH:7][C:3]=1[C:4]([OH:6])=O.[NH:13]1[CH2:17][CH2:16][CH2:15][CH2:14]1.CCN(C(C)C)C(C)C.CN(C(ON1N=NC2C=CC=NC1=2)=[N+](C)C)C.F[P-](F)(F)(F)(F)F, predict the reaction product. The product is: [Br:1][C:2]1[C:10]([CH3:11])=[CH:9][C:8]([F:12])=[CH:7][C:3]=1[C:4]([N:13]1[CH2:17][CH2:16][CH2:15][CH2:14]1)=[O:6]. (5) Given the reactants Br[C:2]1[CH:3]=[C:4]([NH2:10])[C:5]([O:8][CH3:9])=[N:6][CH:7]=1.[B:11]1(B2OC(C)(C)C(C)(C)O2)[O:15]C(C)(C)C(C)(C)[O:12]1.C([O-])(=O)C.[K+].C(Cl)Cl, predict the reaction product. The product is: [NH2:10][C:4]1[CH:3]=[C:2]([B:11]([OH:15])[OH:12])[CH:7]=[N:6][C:5]=1[O:8][CH3:9]. (6) The product is: [NH2:1][C:2]1[C:3]2[C:13]([O:14][CH2:15][C:16]([NH:19][C:20](=[O:28])[C:21]3[CH:26]=[CH:25][N:24]=[C:23]([N:29]4[CH2:33][CH2:32][CH2:31][CH2:30]4)[CH:22]=3)([CH3:18])[CH3:17])=[CH:12][CH:11]=[CH:10][C:4]=2[NH:5][S:6](=[O:9])(=[O:8])[N:7]=1. Given the reactants [NH2:1][C:2]1[C:3]2[C:13]([O:14][CH2:15][C:16]([NH:19][C:20](=[O:28])[C:21]3[CH:26]=[CH:25][N:24]=[C:23](Br)[CH:22]=3)([CH3:18])[CH3:17])=[CH:12][CH:11]=[CH:10][C:4]=2[NH:5][S:6](=[O:9])(=[O:8])[N:7]=1.[NH:29]1[CH2:33][CH2:32][CH2:31][CH2:30]1, predict the reaction product. (7) Given the reactants [NH2:1][C:2]1[C:3]2[C:10]([C:11]3[CH:16]=[CH:15][CH:14]=[C:13]([O:17][CH2:18][CH:19]4[CH2:24][CH2:23][CH2:22][CH2:21][O:20]4)[CH:12]=3)=[CH:9][N:8]([C@@H:25]3[CH2:28][C@H:27]([CH2:29][OH:30])[CH2:26]3)[C:4]=2[N:5]=[CH:6][N:7]=1, predict the reaction product. The product is: [NH2:1][C:2]1[C:3]2[C:10]([C:11]3[CH:16]=[CH:15][CH:14]=[C:13]([O:17][CH2:18][CH:19]4[CH2:24][CH2:23][CH2:22][CH2:21][O:20]4)[CH:12]=3)=[CH:9][N:8]([C@@H:25]3[CH2:28][C@H:27]([CH:29]=[O:30])[CH2:26]3)[C:4]=2[N:5]=[CH:6][N:7]=1. (8) Given the reactants [OH:1][C:2]1[C:3](=[O:35])[N:4]([C:28]2[N:29]=[N:30][C:31]([CH3:34])=[CH:32][CH:33]=2)[CH:5]([C:18]2[CH:23]=[CH:22][C:21]([C:24]([F:27])([F:26])[F:25])=[CH:20][CH:19]=2)[C:6]=1[C:7](=[O:17])[C:8]1[CH:13]=[CH:12][C:11]([CH:14]([CH3:16])[CH3:15])=[CH:10][CH:9]=1.[C:36]([O:46][CH3:47])(=[O:45])[C@H:37]([C:39]1[CH:44]=[CH:43][CH:42]=[CH:41][CH:40]=1)O, predict the reaction product. The product is: [CH3:47][O:46][C:36](=[O:45])[C@H:37]([O:1][C:2]1[C:3](=[O:35])[N:4]([C:28]2[N:29]=[N:30][C:31]([CH3:34])=[CH:32][CH:33]=2)[C@H:5]([C:18]2[CH:23]=[CH:22][C:21]([C:24]([F:26])([F:27])[F:25])=[CH:20][CH:19]=2)[C:6]=1[C:7](=[O:17])[C:8]1[CH:13]=[CH:12][C:11]([CH:14]([CH3:16])[CH3:15])=[CH:10][CH:9]=1)[C:39]1[CH:40]=[CH:41][CH:42]=[CH:43][CH:44]=1. (9) Given the reactants Cl[C:2]1[N:3]=[C:4]([C:16]2[C:24]3[C:19](=[N:20][C:21]([CH3:25])=[CH:22][CH:23]=3)[N:18]([CH2:26][O:27][CH2:28][CH2:29][Si:30]([CH3:33])([CH3:32])[CH3:31])[N:17]=2)[N:5]=[N:6][C:7]=1[C:8]1([C:11](OCC)=[O:12])[CH2:10][CH2:9]1.[NH3:34], predict the reaction product. The product is: [CH3:25][C:21]1[N:20]=[C:19]2[N:18]([CH2:26][O:27][CH2:28][CH2:29][Si:30]([CH3:31])([CH3:33])[CH3:32])[N:17]=[C:16]([C:4]3[N:5]=[N:6][C:7]4[C:8]5([CH2:10][CH2:9]5)[C:11](=[O:12])[NH:34][C:2]=4[N:3]=3)[C:24]2=[CH:23][CH:22]=1.